Task: Regression. Given two drug SMILES strings and cell line genomic features, predict the synergy score measuring deviation from expected non-interaction effect.. Dataset: NCI-60 drug combinations with 297,098 pairs across 59 cell lines Drug 1: C1=NNC2=C1C(=O)NC=N2. Drug 2: B(C(CC(C)C)NC(=O)C(CC1=CC=CC=C1)NC(=O)C2=NC=CN=C2)(O)O. Cell line: CCRF-CEM. Synergy scores: CSS=25.7, Synergy_ZIP=-1.58, Synergy_Bliss=0.0526, Synergy_Loewe=1.34, Synergy_HSA=1.50.